Dataset: NCI-60 drug combinations with 297,098 pairs across 59 cell lines. Task: Regression. Given two drug SMILES strings and cell line genomic features, predict the synergy score measuring deviation from expected non-interaction effect. Cell line: A498. Drug 1: COC1=NC(=NC2=C1N=CN2C3C(C(C(O3)CO)O)O)N. Drug 2: CC12CCC3C(C1CCC2OP(=O)(O)O)CCC4=C3C=CC(=C4)OC(=O)N(CCCl)CCCl.[Na+]. Synergy scores: CSS=-5.76, Synergy_ZIP=0.0990, Synergy_Bliss=-4.19, Synergy_Loewe=-7.38, Synergy_HSA=-7.32.